From a dataset of Full USPTO retrosynthesis dataset with 1.9M reactions from patents (1976-2016). Predict the reactants needed to synthesize the given product. (1) Given the product [O:12]1[CH2:13][CH2:14][CH2:15][N:11]1[CH:8]1[CH2:9][CH2:10][C:5](=[O:4])[CH2:6][CH2:7]1, predict the reactants needed to synthesize it. The reactants are: O1[C:5]2([CH2:10][CH2:9][CH:8]([N:11]3[CH2:15][CH2:14][CH2:13][O:12]3)[CH2:7][CH2:6]2)[O:4]CC1.Cl. (2) The reactants are: [F:1][C:2]1[CH:7]=[CH:6][C:5]([C:8]2[N:9]=[C:10]3[N:15]([CH:16]=2)[CH2:14][CH2:13][O:12][CH2:11]3)=[CH:4][CH:3]=1.C1C(=O)N([Br:24])C(=O)C1. Given the product [Br:24][C:16]1[N:15]2[C:10]([CH2:11][O:12][CH2:13][CH2:14]2)=[N:9][C:8]=1[C:5]1[CH:4]=[CH:3][C:2]([F:1])=[CH:7][CH:6]=1, predict the reactants needed to synthesize it. (3) Given the product [CH3:17][C:16]1[S:15][C:14]([C:18]2[CH:23]=[CH:22][C:21]([S:24]([F:29])([F:27])([F:25])([F:26])[F:28])=[CH:20][CH:19]=2)=[N:13][C:12]=1[CH2:11][CH2:10][OH:9], predict the reactants needed to synthesize it. The reactants are: [H-].[Al+3].[Li+].[H-].[H-].[H-].C([O:9][C:10](=O)[CH2:11][C:12]1[N:13]=[C:14]([C:18]2[CH:23]=[CH:22][C:21]([S:24]([F:29])([F:28])([F:27])([F:26])[F:25])=[CH:20][CH:19]=2)[S:15][C:16]=1[CH3:17])C.C(OCC)(=O)C.[NH4+].[Cl-]. (4) Given the product [Cl:1][C:2]1[CH:7]=[C:6]([Cl:8])[C:5]([O:9][CH3:10])=[CH:4][C:3]=1[NH:11][C:12]1[C:17]([C:18]#[N:19])=[CH:16][N:15]=[C:14]2[CH:20]=[C:21]([C:25]#[C:24][C:26]3[CH:31]=[CH:30][CH:29]=[CH:28][N:27]=3)[S:22][C:13]=12, predict the reactants needed to synthesize it. The reactants are: [Cl:1][C:2]1[CH:7]=[C:6]([Cl:8])[C:5]([O:9][CH3:10])=[CH:4][C:3]=1[NH:11][C:12]1[C:17]([C:18]#[N:19])=[CH:16][N:15]=[C:14]2[CH:20]=[C:21](I)[S:22][C:13]=12.[C:24]([C:26]1[CH:31]=[CH:30][CH:29]=[CH:28][N:27]=1)#[CH:25].CO. (5) Given the product [CH2:8]([O:10][C:11]([C:13]1[N:17]2[CH:18]=[C:19]([Cl:34])[N:20]([C:21]3[C:26]([CH3:27])=[CH:25][C:24]([CH3:28])=[CH:23][C:22]=3[CH3:29])[C:16]2=[N:15][C:14]=1[CH3:31])=[O:12])[CH3:9], predict the reactants needed to synthesize it. The reactants are: FC(F)(F)C([O-])=O.[CH2:8]([O:10][C:11]([C:13]1[N:17]2[CH2:18][C:19](=O)[N:20]([C:21]3[C:26]([CH3:27])=[CH:25][C:24]([CH3:28])=[CH:23][C:22]=3[CH3:29])[C:16]2=[NH+:15][C:14]=1[CH3:31])=[O:12])[CH3:9].P(Cl)(Cl)([Cl:34])=O. (6) Given the product [C:19]1([C:29]2[CH:34]=[CH:33][CH:32]=[CH:31][CH:30]=2)[CH:24]=[CH:23][C:22]([S:25]([N:8]2[CH2:12][C:11](=[N:13][O:14][CH3:15])[CH2:10][C@H:9]2[C:16]([NH:35][CH2:36][CH2:37][CH2:38][CH2:39][OH:40])=[O:18])(=[O:27])=[O:26])=[CH:21][CH:20]=1, predict the reactants needed to synthesize it. The reactants are: C(OC([N:8]1[CH2:12][C:11](=[N:13][O:14][CH3:15])[CH2:10][C@H:9]1[C:16]([OH:18])=O)=O)(C)(C)C.[C:19]1([C:29]2[CH:34]=[CH:33][CH:32]=[CH:31][CH:30]=2)[CH:24]=[CH:23][C:22]([S:25](Cl)(=[O:27])=[O:26])=[CH:21][CH:20]=1.[NH2:35][CH2:36][CH2:37][CH2:38][CH2:39][OH:40].